This data is from Reaction yield outcomes from USPTO patents with 853,638 reactions. The task is: Predict the reaction yield, written as a fraction of the theoretical maximum amount of product (1.0 means a 100% yield; for example, 0.34 means a 34% yield). (1) The reactants are [Br:1][C:2]1[CH:7]=[CH:6][C:5]([C:8](=[O:20])[CH2:9][C:10]([CH2:17][CH2:18][CH3:19])([C:14]([O-:16])=[O:15])C([O-])=O)=[CH:4][CH:3]=1.[CH3:21][C:22](C)=O.[OH-].[Na+]. The catalyst is C(O)C. The product is [Br:1][C:2]1[CH:3]=[CH:4][C:5]([C:8](=[O:20])[CH2:9][CH:10]([CH2:17][CH2:18][CH3:19])[C:14]([O:16][CH2:21][CH3:22])=[O:15])=[CH:6][CH:7]=1. The yield is 0.200. (2) The reactants are [CH:1]1([CH2:4][N:5]([C:14]2[C:15]([CH2:23][CH3:24])=[N:16][N:17]3[CH:22]=[CH:21][CH:20]=[CH:19][C:18]=23)[C:6]([CH:8]2[CH2:13][CH2:12][O:11][CH2:10][CH2:9]2)=O)[CH2:3][CH2:2]1.O.Cl. The catalyst is O1CCCC1. The product is [CH:1]1([CH2:4][N:5]([C:14]2[C:15]([CH2:23][CH3:24])=[N:16][N:17]3[CH:22]=[CH:21][CH:20]=[CH:19][C:18]=23)[CH2:6][CH:8]2[CH2:13][CH2:12][O:11][CH2:10][CH2:9]2)[CH2:3][CH2:2]1. The yield is 0.992. (3) The reactants are [Cl:1][C:2]1[CH:3]=[C:4]([C:8]2[O:12][N:11]=[C:10]([C:13]([O:15]CC)=O)[CH:9]=2)[CH:5]=[CH:6][CH:7]=1.[CH3:18][Mg]I.O1CCCC1.C(N(CC)CC)C.Cl. The catalyst is C1(C)C=CC=CC=1. The product is [Cl:1][C:2]1[CH:3]=[C:4]([C:8]2[O:12][N:11]=[C:10]([C:13](=[O:15])[CH3:18])[CH:9]=2)[CH:5]=[CH:6][CH:7]=1. The yield is 0.600. (4) The reactants are [CH3:1][CH:2]([CH3:6])[C:3](=[S:5])[NH2:4].Br[CH2:8][C:9](=O)[C:10]([O:12][CH2:13][CH3:14])=[O:11]. The catalyst is C(O)C. The product is [CH:2]([C:3]1[S:5][CH:8]=[C:9]([C:10]([O:12][CH2:13][CH3:14])=[O:11])[N:4]=1)([CH3:6])[CH3:1]. The yield is 0.570. (5) The reactants are [Cl:1][C:2]1[CH:7]=[C:6]([O:8][CH3:9])[CH:5]=[CH:4][C:3]=1[CH2:10][C:11]([C:13]1[CH:14]=[CH:15][C:16]2[O:20][C:19](=[O:21])[N:18]([CH3:22])[C:17]=2[CH:23]=1)=[O:12].[H-].[Na+].[CH3:26]I. The catalyst is CN(C=O)C. The product is [Cl:1][C:2]1[CH:7]=[C:6]([O:8][CH3:9])[CH:5]=[CH:4][C:3]=1[CH:10]([CH3:26])[C:11]([C:13]1[CH:14]=[CH:15][C:16]2[O:20][C:19](=[O:21])[N:18]([CH3:22])[C:17]=2[CH:23]=1)=[O:12]. The yield is 0.760. (6) The reactants are S(=O)(=O)(O)O.C[C:7]1[C:15]([OH:16])=[C:14]([I:17])[CH:13]=[CH:12][C:8]=1[C:9]([OH:11])=[O:10].[CH3:18]O. No catalyst specified. The product is [OH:16][C:15]1[CH:7]=[C:8]([CH:12]=[CH:13][C:14]=1[I:17])[C:9]([O:11][CH3:18])=[O:10]. The yield is 0.700. (7) The reactants are [NH2:1][C:2]1[C:12]2[C:11](=[O:13])[NH:10][CH2:9][CH2:8][N:7](C(=O)C(F)(F)F)[C:6]=2[CH:5]=[CH:4][CH:3]=1.Cl[C:21]1[N:26]=[C:25]([NH:27][C:28]2[CH:33]=[CH:32][CH:31]=[CH:30][C:29]=2[S:34]([NH:37][CH3:38])(=[O:36])=[O:35])[C:24]([Cl:39])=[CH:23][N:22]=1.Cl. The catalyst is C(O)(C)C.O1CCOCC1. The product is [Cl:39][C:24]1[C:25]([NH:27][C:28]2[CH:33]=[CH:32][CH:31]=[CH:30][C:29]=2[S:34]([NH:37][CH3:38])(=[O:36])=[O:35])=[N:26][C:21]([NH:1][C:2]2[C:12]3[C:11](=[O:13])[NH:10][CH2:9][CH2:8][NH:7][C:6]=3[CH:5]=[CH:4][CH:3]=2)=[N:22][CH:23]=1. The yield is 0.160. (8) The reactants are [CH3:1][C:2]1[S:6][C:5]([C:7]([OH:9])=O)=[CH:4][CH:3]=1.[CH3:10][C:11]1[C:12]([NH2:26])=[N:13][C:14]2([C:24]3[C:19](=[CH:20][CH:21]=[C:22]([NH2:25])[CH:23]=3)[O:18][CH2:17][CH2:16]2)[N:15]=1. The product is [NH2:26][C:12]1[C:11]([CH3:10])=[N:15][C:14]2([C:24]3[C:19](=[CH:20][CH:21]=[C:22]([NH:25][C:7]([C:5]4[S:6][C:2]([CH3:1])=[CH:3][CH:4]=4)=[O:9])[CH:23]=3)[O:18][CH2:17][CH2:16]2)[N:13]=1. No catalyst specified. The yield is 0.570.